This data is from Reaction yield outcomes from USPTO patents with 853,638 reactions. The task is: Predict the reaction yield, written as a fraction of the theoretical maximum amount of product (1.0 means a 100% yield; for example, 0.34 means a 34% yield). (1) The reactants are CN(C(ON1N=NC2C=CC=NC1=2)=[N+](C)C)C.F[P-](F)(F)(F)(F)F.C1C=NC2N(O)N=NC=2C=1.CCN(C(C)C)C(C)C.[Cl:44][C:45]1[N:50]=[C:49]([NH:51][CH2:52][CH2:53][CH2:54][CH2:55][C:56](O)=[O:57])[CH:48]=[C:47]([N:59]2[CH2:64][CH2:63][O:62][CH2:61][CH2:60]2)[N:46]=1. The catalyst is C(Cl)(Cl)Cl. The product is [Cl:44][C:45]1[N:50]=[C:49]([N:51]2[CH2:52][CH2:53][CH2:54][CH2:55][C:56]2=[O:57])[CH:48]=[C:47]([N:59]2[CH2:64][CH2:63][O:62][CH2:61][CH2:60]2)[N:46]=1. The yield is 0.350. (2) The yield is 0.670. The reactants are [C:1]1([C:7]2[CH:15]=[CH:14][CH:13]=[C:12]3[C:8]=2[CH:9]=[CH:10][NH:11]3)[CH:6]=[CH:5][CH:4]=[CH:3][CH:2]=1.[Br-].[Br-].[Br-].[NH+]1C=CC=CC=1.[NH+]1C=CC=CC=1.[NH+]1C=CC=CC=1.[OH2:37]. The catalyst is CC(O)(C)C.C(O)C.C(O)(=O)C.[Zn]. The product is [C:1]1([C:7]2[CH:15]=[CH:14][CH:13]=[C:12]3[C:8]=2[CH2:9][C:10](=[O:37])[NH:11]3)[CH:2]=[CH:3][CH:4]=[CH:5][CH:6]=1. (3) The reactants are C(NC(C)C)(C)C.C([Li])CCC.[C:13]([OH:25])(=[O:24])[CH:14]=[CH:15][CH2:16][CH2:17][CH2:18][CH2:19][CH2:20][CH2:21][CH2:22][CH3:23].CN(P(N(C)C)(N(C)C)=O)C.[C:37](=[O:39])=[O:38]. The catalyst is C1COCC1. The product is [CH2:15]([CH:14]([C:37]([OH:39])=[O:38])[C:13]([OH:25])=[O:24])[CH2:16][CH2:17][CH2:18][CH2:19][CH2:20][CH2:21][CH:22]=[CH2:23]. The yield is 0.920. (4) The reactants are [CH3:1][C:2]1[CH:7]=[C:6]([CH3:8])[NH:5][C:4](=[O:9])[C:3]=1[CH2:10][NH:11][C:12]([C:14]1[C:15]2[CH:32]=[N:31][N:30]([CH:33]([CH3:35])[CH3:34])[C:16]=2[N:17]=[C:18]([C:20]2[CH2:21][C:22]([CH3:29])([CH3:28])[NH:23][C:24]([CH3:27])([CH3:26])[CH:25]=2)[CH:19]=1)=[O:13]. The catalyst is CO.[Pd]. The product is [CH3:1][C:2]1[CH:7]=[C:6]([CH3:8])[NH:5][C:4](=[O:9])[C:3]=1[CH2:10][NH:11][C:12]([C:14]1[C:15]2[CH:32]=[N:31][N:30]([CH:33]([CH3:35])[CH3:34])[C:16]=2[N:17]=[C:18]([CH:20]2[CH2:25][C:24]([CH3:26])([CH3:27])[NH:23][C:22]([CH3:29])([CH3:28])[CH2:21]2)[CH:19]=1)=[O:13]. The yield is 0.710. (5) The reactants are CC1C=CC(S(O[CH2:12][CH2:13][CH2:14][C:15]2[C:23]3[C:18](=[CH:19][CH:20]=[C:21]([F:24])[CH:22]=3)[NH:17][CH:16]=2)(=O)=O)=CC=1.[CH3:25][C:26]1[N:27]=[C:28]([N:36]2[CH2:41][CH2:40][NH:39][CH2:38][CH2:37]2)[S:29][C:30]=1[C:31]([O:33][CH2:34][CH3:35])=[O:32].C(=O)([O-])[O-].[K+].[K+].[I-].[K+]. The catalyst is C(#N)C. The product is [F:24][C:21]1[CH:22]=[C:23]2[C:18](=[CH:19][CH:20]=1)[NH:17][CH:16]=[C:15]2[CH2:14][CH2:13][CH2:12][N:39]1[CH2:40][CH2:41][N:36]([C:28]2[S:29][C:30]([C:31]([O:33][CH2:34][CH3:35])=[O:32])=[C:26]([CH3:25])[N:27]=2)[CH2:37][CH2:38]1. The yield is 0.800. (6) The product is [Br:6][C:7]1[C:8]([NH:5][C:1]([CH3:4])([CH3:3])[CH3:2])=[N:9][C:10]([Cl:13])=[N:11][CH:12]=1. The catalyst is C(#N)C. The yield is 0.520. The reactants are [C:1]([NH2:5])([CH3:4])([CH3:3])[CH3:2].[Br:6][C:7]1[C:8](Cl)=[N:9][C:10]([Cl:13])=[N:11][CH:12]=1.C(N(CC)CC)C. (7) The reactants are [C:1]([C:5]1[CH:10]=[CH:9][C:8]([N+:11]([O-:13])=[O:12])=[CH:7][C:6]=1[CH2:14][NH2:15])([CH3:4])([CH3:3])[CH3:2].[CH3:16][C:17]([O:20][C:21](O[C:21]([O:20][C:17]([CH3:19])([CH3:18])[CH3:16])=[O:22])=[O:22])([CH3:19])[CH3:18]. The catalyst is C1COCC1.O. The product is [C:1]([C:5]1[CH:10]=[CH:9][C:8]([N+:11]([O-:13])=[O:12])=[CH:7][C:6]=1[CH2:14][NH:15][C:21](=[O:22])[O:20][C:17]([CH3:19])([CH3:18])[CH3:16])([CH3:4])([CH3:2])[CH3:3]. The yield is 0.780. (8) The reactants are [F:1][C:2]1[C:20]([NH:21][C:22]2[C:25](=[O:26])[C:24](=[O:27])[C:23]=2OC)=[CH:19][CH:18]=[CH:17][C:3]=1[C:4]([N:6]1[CH2:10][CH2:9][CH2:8][C@H:7]1[C:11]([O:13][CH:14]([CH3:16])[CH3:15])=[O:12])=[O:5].[CH3:30][C:31]1[O:35][C:34]([CH:36]([NH2:42])[CH:37]2[CH2:41][CH2:40][CH2:39][S:38]2)=[CH:33][CH:32]=1. The catalyst is CO. The product is [F:1][C:2]1[C:20]([NH:21][C:22]2[C:25](=[O:26])[C:24](=[O:27])[C:23]=2[NH:42][CH:36]([C:34]2[O:35][C:31]([CH3:30])=[CH:32][CH:33]=2)[CH:37]2[CH2:41][CH2:40][CH2:39][S:38]2)=[CH:19][CH:18]=[CH:17][C:3]=1[C:4]([N:6]1[CH2:10][CH2:9][CH2:8][C@H:7]1[C:11]([O:13][CH:14]([CH3:15])[CH3:16])=[O:12])=[O:5]. The yield is 0.670. (9) The product is [NH2:36][C:25]1[N:24]=[C:23]([N:19]2[CH2:20][CH2:21][CH2:22][C@H:18]2[C:7]2[N:8]([C:12]3[CH:17]=[CH:16][CH:15]=[CH:14][CH:13]=3)[C:9](=[O:11])[C:10]3=[C:2]([Cl:1])[CH:3]=[CH:4][N:5]3[N:6]=2)[N:28]2[N:29]=[CH:30][CH:31]=[C:27]2[N:26]=1. The yield is 0.400. The catalyst is C1COCC1.CO. The reactants are [Cl:1][C:2]1[CH:3]=[CH:4][N:5]2[C:10]=1[C:9](=[O:11])[N:8]([C:12]1[CH:17]=[CH:16][CH:15]=[CH:14][CH:13]=1)[C:7]([C@@H:18]1[CH2:22][CH2:21][CH2:20][N:19]1[C:23]1[N:28]3[N:29]=[CH:30][CH:31]=[C:27]3[N:26]=[C:25](S(C)(=O)=O)[N:24]=1)=[N:6]2.[NH3:36]. (10) The reactants are [F:1][C:2]1[CH:3]=[C:4]2[C:9](=[C:10]([O:13][CH3:14])[C:11]=1[F:12])[NH:8][CH:7]=[C:6]([C:15]([O:17][CH2:18][CH3:19])=[O:16])[C:5]2=[O:20].[C:21]([O-])([O-])=O.[K+].[K+]. The catalyst is CN(C=O)C. The product is [CH3:21][N:8]1[C:9]2[C:4](=[CH:3][C:2]([F:1])=[C:11]([F:12])[C:10]=2[O:13][CH3:14])[C:5](=[O:20])[C:6]([C:15]([O:17][CH2:18][CH3:19])=[O:16])=[CH:7]1. The yield is 0.810.